This data is from Forward reaction prediction with 1.9M reactions from USPTO patents (1976-2016). The task is: Predict the product of the given reaction. (1) Given the reactants C(O[C:6]([N:8]([CH3:38])[C:9]1[C:22]([O:23][CH3:24])=[CH:21][C:20]2[C@:19]34[CH2:25][CH2:26][N:27]([C:28]([O:30][CH2:31][C:32]5[CH:37]=[CH:36][CH:35]=[CH:34][CH:33]=5)=[O:29])[C@@H:13]([C@@H:14]3[CH2:15][CH2:16][CH2:17][CH2:18]4)[CH2:12][C:11]=2[CH:10]=1)=O)(C)(C)C.[C:39](O)([C:41](F)(F)F)=O.C(=O)CC.[BH-](OC(C)=O)(OC(C)=O)OC(C)=O.[Na+], predict the reaction product. The product is: [CH3:24][O:23][C:22]1[C:9]([N:8]([CH3:38])[CH2:6][CH2:39][CH3:41])=[CH:10][C:11]2[CH2:12][C@H:13]3[N:27]([C:28]([O:30][CH2:31][C:32]4[CH:37]=[CH:36][CH:35]=[CH:34][CH:33]=4)=[O:29])[CH2:26][CH2:25][C@@:19]4([C:20]=2[CH:21]=1)[C@H:14]3[CH2:15][CH2:16][CH2:17][CH2:18]4. (2) Given the reactants [CH:1]1([N:6]2[C:10]3[N:11]=[C:12]([NH:15][C:16]4[CH:24]=[CH:23][C:19]([C:20](O)=[O:21])=[CH:18][N:17]=4)[N:13]=[CH:14][C:9]=3[CH:8]=[C:7]2[C:25](=[O:29])[N:26]([CH3:28])[CH3:27])[CH2:5][CH2:4][CH2:3][CH2:2]1.[CH3:30][N:31]([CH3:38])[CH:32]1[CH2:37][CH2:36][NH:35][CH2:34][CH2:33]1.CN(C(ON1N=NC2C=CC=CC1=2)=[N+](C)C)C.F[P-](F)(F)(F)(F)F.CCN(C(C)C)C(C)C, predict the reaction product. The product is: [CH3:27][N:26]([CH3:28])[C:25]([C:7]1[N:6]([CH:1]2[CH2:2][CH2:3][CH2:4][CH2:5]2)[C:10]2[N:11]=[C:12]([NH:15][C:16]3[CH:24]=[CH:23][C:19]([C:20]([N:35]4[CH2:36][CH2:37][CH:32]([N:31]([CH3:38])[CH3:30])[CH2:33][CH2:34]4)=[O:21])=[CH:18][N:17]=3)[N:13]=[CH:14][C:9]=2[CH:8]=1)=[O:29]. (3) Given the reactants CO[C:3]1[CH:12]=[C:11]2[C:6](C[CH2:8][CH2:9][CH:10]2[C:13]#[N:14])=[CH:5][C:4]=1[CH3:15].[CH2:16]([NH2:19])[CH2:17]N.C1(C)C=CC(S(O)(=O)=[O:27])=CC=1, predict the reaction product. The product is: [NH:19]1[CH2:16][CH2:17][N:14]=[C:13]1[CH:10]1[C:11]2[C:6](=[CH:5][C:4]([CH3:15])=[CH:3][CH:12]=2)[O:27][CH2:8][CH2:9]1. (4) Given the reactants Br[C:2]1[C:7]2[O:8][CH2:9][CH2:10][CH2:11][N:12]([C:13]([CH:15]3[CH2:17][CH2:16]3)=[O:14])[C:6]=2[CH:5]=[C:4]([C:18]([F:21])([F:20])[F:19])[CH:3]=1.CC1(C)C(C)(C)OB([C:30]2[O:34][C:33]([Si](C(C)C)(C(C)C)C(C)C)=[N:32][CH:31]=2)O1.C(=O)([O-])[O-].[K+].[K+].[Cl-].[NH4+], predict the reaction product. The product is: [CH:15]1([C:13]([N:12]2[C:6]3[CH:5]=[C:4]([C:18]([F:21])([F:20])[F:19])[CH:3]=[C:2]([C:30]4[O:34][CH:33]=[N:32][CH:31]=4)[C:7]=3[O:8][CH2:9][CH2:10][CH2:11]2)=[O:14])[CH2:17][CH2:16]1.